This data is from Catalyst prediction with 721,799 reactions and 888 catalyst types from USPTO. The task is: Predict which catalyst facilitates the given reaction. (1) Reactant: [CH3:1][C:2]1[C:3]([O:10][C@@H:11]2[CH2:16][CH2:15][C@@H:14]([CH3:17])[NH:13][CH2:12]2)=[N:4][CH:5]=[CH:6][C:7]=1[C:8]#[N:9].[CH3:18][O:19][C:20]1[N:25]=[C:24]([N:26]2[N:30]=[CH:29][CH:28]=[N:27]2)[C:23]([C:31](O)=[O:32])=[CH:22][CH:21]=1.ON1C2N=CC=CC=2N=N1.C(Cl)CCl.CCN(C(C)C)C(C)C.C([O-])(O)=O.[Na+]. Product: [CH3:18][O:19][C:20]1[N:25]=[C:24]([N:26]2[N:27]=[CH:28][CH:29]=[N:30]2)[C:23]([C:31]([N:13]2[C@H:14]([CH3:17])[CH2:15][CH2:16][C@@H:11]([O:10][C:3]3[C:2]([CH3:1])=[C:7]([C:8]#[N:9])[CH:6]=[CH:5][N:4]=3)[CH2:12]2)=[O:32])=[CH:22][CH:21]=1. The catalyst class is: 18. (2) Reactant: [Br:1][C:2]1[CH:3]=[C:4]2[C:9](=[CH:10][CH:11]=1)[N:8]1[C:12]([C:15]3[CH:20]=[CH:19][CH:18]=[CH:17][CH:16]=3)=[N:13][N:14]=[C:7]1[C:6](=O)[NH:5]2.P(Cl)(Cl)([Cl:24])=O. Product: [Br:1][C:2]1[CH:3]=[C:4]2[C:9](=[CH:10][CH:11]=1)[N:8]1[C:12]([C:15]3[CH:20]=[CH:19][CH:18]=[CH:17][CH:16]=3)=[N:13][N:14]=[C:7]1[C:6]([Cl:24])=[N:5]2. The catalyst class is: 3. (3) Reactant: [Cl:1][C:2]1[C:11]([N+:12]([O-])=O)=[C:10]([NH:15][CH2:16][CH2:17][O:18][CH2:19][CH2:20][O:21][CH2:22][CH2:23][O:24][CH2:25][CH2:26][P:27](=[O:34])([O:31][CH2:32][CH3:33])[O:28][CH2:29][CH3:30])[C:9]2[C:4](=[CH:5][CH:6]=[CH:7][CH:8]=2)[N:3]=1.[O-]S([O-])(=O)=O.[Mg+2]. Product: [NH2:12][C:11]1[C:2]([Cl:1])=[N:3][C:4]2[C:9]([C:10]=1[NH:15][CH2:16][CH2:17][O:18][CH2:19][CH2:20][O:21][CH2:22][CH2:23][O:24][CH2:25][CH2:26][P:27](=[O:34])([O:28][CH2:29][CH3:30])[O:31][CH2:32][CH3:33])=[CH:8][CH:7]=[CH:6][CH:5]=2. The catalyst class is: 25. (4) Reactant: CC[CH2:3][CH2:4][CH2:5][CH2:6][CH2:7][CH2:8][CH2:9][CH3:10].[C:11]([OH:15])(C)(C)C.[Se](=O)=O.C1(C(C)=C)C=CC=CC=1. Product: [OH:15][CH2:11][C:9]([C:8]1[CH:3]=[CH:4][CH:5]=[CH:6][CH:7]=1)=[CH2:10]. The catalyst class is: 322.